The task is: Predict the reactants needed to synthesize the given product.. This data is from Full USPTO retrosynthesis dataset with 1.9M reactions from patents (1976-2016). (1) The reactants are: C([O:8][C:9]1[N:24]=[C:23]([C:25]2[NH:26][C:27]3[C:32]([CH:33]=2)=[CH:31][CH:30]=[C:29]([O:34][CH3:35])[CH:28]=3)[C:22]([CH2:36][CH3:37])=[C:21]([O:38]CC2C=CC=CC=2)[C:10]=1[C:11]([O:13]CC1C=CC=CC=1)=[O:12])C1C=CC=CC=1. Given the product [CH2:36]([C:22]1[C:21]([OH:38])=[C:10]([C:11]([OH:13])=[O:12])[C:9](=[O:8])[NH:24][C:23]=1[C:25]1[NH:26][C:27]2[C:32]([CH:33]=1)=[CH:31][CH:30]=[C:29]([O:34][CH3:35])[CH:28]=2)[CH3:37], predict the reactants needed to synthesize it. (2) Given the product [C:1]([O:5][C:6](=[O:21])[NH:7][C@H:8]1[CH2:12][CH2:11][N:10]([C:13]2[CH:14]=[CH:15][C:16]([O:19][CH2:25][C:24]3[C:23]([F:22])=[CH:30][CH:29]=[CH:28][C:27]=3[F:31])=[CH:17][CH:18]=2)[C:9]1=[O:20])([CH3:4])([CH3:2])[CH3:3], predict the reactants needed to synthesize it. The reactants are: [C:1]([O:5][C:6](=[O:21])[NH:7][C@H:8]1[CH2:12][CH2:11][N:10]([C:13]2[CH:18]=[CH:17][C:16]([OH:19])=[CH:15][CH:14]=2)[C:9]1=[O:20])([CH3:4])([CH3:3])[CH3:2].[F:22][C:23]1[CH:30]=[CH:29][CH:28]=[C:27]([F:31])[C:24]=1[CH2:25]Br.C(=O)([O-])[O-].[K+].[K+]. (3) Given the product [NH2:29][CH:30]([C:34]1[CH:39]=[CH:38][CH:37]=[CH:36][CH:35]=1)[C:31]([N:9]([C:3]1[CH:4]=[CH:5][C:6]([F:8])=[CH:7][C:2]=1[F:1])[CH2:10][CH2:11][C:12]1[CH:17]=[CH:16][C:15]([O:18][CH3:19])=[C:14]([O:20][CH3:21])[CH:13]=1)=[O:32], predict the reactants needed to synthesize it. The reactants are: [F:1][C:2]1[CH:7]=[C:6]([F:8])[CH:5]=[CH:4][C:3]=1[NH:9][CH2:10][CH2:11][C:12]1[CH:17]=[CH:16][C:15]([O:18][CH3:19])=[C:14]([O:20][CH3:21])[CH:13]=1.C(OC([NH:29][CH:30]([C:34]1[CH:39]=[CH:38][CH:37]=[CH:36][CH:35]=1)[C:31](O)=[O:32])=O)(C)(C)C. (4) Given the product [CH:13]([C:15]1[S:19][C:18]([C:2]2[CH:11]=[CH:10][C:5]([C:6]([O:8][CH3:9])=[O:7])=[C:4]([CH3:12])[CH:3]=2)=[CH:17][CH:16]=1)=[O:14], predict the reactants needed to synthesize it. The reactants are: Br[C:2]1[CH:11]=[CH:10][C:5]([C:6]([O:8][CH3:9])=[O:7])=[C:4]([CH3:12])[CH:3]=1.[CH:13]([C:15]1[S:19][C:18](B(O)O)=[CH:17][CH:16]=1)=[O:14]. (5) Given the product [CH3:2][NH:3][C:18]([C:10]1[O:11][C:12]([C:14]([CH3:17])([CH3:16])[CH3:15])=[CH:13][C:9]=1[NH2:8])=[O:20], predict the reactants needed to synthesize it. The reactants are: Cl.[CH3:2][NH2:3].C[Al](C)C.[NH2:8][C:9]1[CH:13]=[C:12]([C:14]([CH3:17])([CH3:16])[CH3:15])[O:11][C:10]=1[C:18]([O:20]C)=O.Cl.[OH-].[Na+].